This data is from Retrosynthesis with 50K atom-mapped reactions and 10 reaction types from USPTO. The task is: Predict the reactants needed to synthesize the given product. (1) The reactants are: Brc1c[nH]cn1.Cc1cc(-c2ccc(C(F)(F)F)cc2)nc(Cl)n1. Given the product Cc1cc(-c2ccc(C(F)(F)F)cc2)nc(-n2cnc(Br)c2)n1, predict the reactants needed to synthesize it. (2) Given the product O=C(NCc1ccc(Cl)cc1Cl)N1CCCC(Oc2ncccn2)C1, predict the reactants needed to synthesize it. The reactants are: O=C=NCc1ccc(Cl)cc1Cl.c1cnc(OC2CCCNC2)nc1. (3) The reactants are: Cc1c2c(c(C(O)c3ccc(C(C)C)cc3)c(C)c1NC(=O)CC(C)(C)C)OC(C)(C)C2. Given the product Cc1c2c(c(C(=O)c3ccc(C(C)C)cc3)c(C)c1NC(=O)CC(C)(C)C)OC(C)(C)C2, predict the reactants needed to synthesize it. (4) Given the product CCCN(CCC)CCCCN(Cc1ccc(Br)cc1)Cc1ccc(C#N)cc1, predict the reactants needed to synthesize it. The reactants are: CCCN(CCC)CCCCNCc1ccc(C#N)cc1.O=Cc1ccc(Br)cc1. (5) Given the product C#CCN1C(=O)N(Cc2ccccc2)C(=O)C1(C)C, predict the reactants needed to synthesize it. The reactants are: C#CCBr.CC1(C)NC(=O)N(Cc2ccccc2)C1=O. (6) Given the product COCCN1CCN(c2ccc(Nc3nccc(-c4c(-c5ccc(OC)c(C(=O)Nc6c(F)cccc6F)c5)nc5ccccn45)n3)c(OC)c2)CC1, predict the reactants needed to synthesize it. The reactants are: COCCN1CCN(c2ccc(N)c(OC)c2)CC1.COc1ccc(-c2nc3ccccn3c2-c2ccnc(Cl)n2)cc1C(=O)Nc1c(F)cccc1F. (7) Given the product COc1ccc(Br)cc1C(C)(C)C, predict the reactants needed to synthesize it. The reactants are: CC(C)(C)c1cc(Br)ccc1O.CI. (8) Given the product CCN1CCC2(C)c3cc(OS(=O)(=O)Cc4ccccc4)ccc3OC2C1, predict the reactants needed to synthesize it. The reactants are: CC12CCNCC1Oc1ccc(OS(=O)(=O)Cc3ccccc3)cc12.CCBr. (9) Given the product Cc1c(OCc2cc(-c3ccc(OC(F)(F)F)cc3)nn2C)ccc(OC(C)(C)C(=O)O)c1C, predict the reactants needed to synthesize it. The reactants are: CCOC(=O)C(C)(C)Oc1ccc(OCc2cc(-c3ccc(OC(F)(F)F)cc3)nn2C)c(C)c1C.